This data is from NCI-60 drug combinations with 297,098 pairs across 59 cell lines. The task is: Regression. Given two drug SMILES strings and cell line genomic features, predict the synergy score measuring deviation from expected non-interaction effect. (1) Drug 1: C#CCC(CC1=CN=C2C(=N1)C(=NC(=N2)N)N)C3=CC=C(C=C3)C(=O)NC(CCC(=O)O)C(=O)O. Drug 2: N.N.Cl[Pt+2]Cl. Cell line: SNB-19. Synergy scores: CSS=52.6, Synergy_ZIP=-2.68, Synergy_Bliss=-4.00, Synergy_Loewe=-1.87, Synergy_HSA=-2.02. (2) Drug 1: CC1CCC2CC(C(=CC=CC=CC(CC(C(=O)C(C(C(=CC(C(=O)CC(OC(=O)C3CCCCN3C(=O)C(=O)C1(O2)O)C(C)CC4CCC(C(C4)OC)OCCO)C)C)O)OC)C)C)C)OC. Drug 2: C(CN)CNCCSP(=O)(O)O. Cell line: SNB-75. Synergy scores: CSS=3.95, Synergy_ZIP=7.21, Synergy_Bliss=-2.67, Synergy_Loewe=-10.8, Synergy_HSA=-2.62.